From a dataset of Forward reaction prediction with 1.9M reactions from USPTO patents (1976-2016). Predict the product of the given reaction. Given the reactants [Cl:1][C:2]1[CH:17]=[C:16]([N+:18]([O-])=O)[CH:15]=[CH:14][C:3]=1[O:4][C:5]1[CH:13]=[CH:12][CH:11]=[C:10]2[C:6]=1[CH:7]=[CH:8][NH:9]2.C(O)C.[Cl-].[Ca+2].[Cl-], predict the reaction product. The product is: [Cl:1][C:2]1[CH:17]=[C:16]([CH:15]=[CH:14][C:3]=1[O:4][C:5]1[CH:13]=[CH:12][CH:11]=[C:10]2[C:6]=1[CH:7]=[CH:8][NH:9]2)[NH2:18].